From a dataset of Forward reaction prediction with 1.9M reactions from USPTO patents (1976-2016). Predict the product of the given reaction. Given the reactants C(N(CC)CC)C.[NH2:8][C:9]1[N:17]=[C:16]([CH3:18])[CH:15]=[CH:14][C:10]=1[C:11]([OH:13])=O.[CH3:19][C:20]1[CH:25]=[CH:24][C:23]([O:26][C:27]2[CH:28]=[C:29]([CH:32]=[CH:33][CH:34]=2)[CH2:30][NH2:31])=[CH:22][CH:21]=1.CN([P+](ON1N=NC2C=CC=CC1=2)(N(C)C)N(C)C)C.F[P-](F)(F)(F)(F)F, predict the reaction product. The product is: [CH3:19][C:20]1[CH:25]=[CH:24][C:23]([O:26][C:27]2[CH:28]=[C:29]([CH2:30][NH:31][C:11](=[O:13])[C:10]3[CH:14]=[CH:15][C:16]([CH3:18])=[N:17][C:9]=3[NH2:8])[CH:32]=[CH:33][CH:34]=2)=[CH:22][CH:21]=1.